Dataset: Catalyst prediction with 721,799 reactions and 888 catalyst types from USPTO. Task: Predict which catalyst facilitates the given reaction. (1) Reactant: [C@@H:1]1([N:13]2[CH2:18][CH2:17][CH:16]([C:19]3[C:27]4[C:22](=[CH:23][C:24]([F:28])=[CH:25][CH:26]=4)[N:21]([CH2:29][CH:30]4[CH2:32][O:31]4)[CH:20]=3)[CH2:15][CH2:14]2)[C:11]2=[C:12]3[C:7](=[CH:8][CH:9]=[CH:10]2)[CH:6]=[CH:5][CH:4]=[C:3]3[CH2:2]1.[CH3:33][NH:34][CH3:35]. Product: [C@H:1]1([N:13]2[CH2:18][CH2:17][CH:16]([C:19]3[C:27]4[C:22](=[CH:23][C:24]([F:28])=[CH:25][CH:26]=4)[N:21]([CH2:29][CH:30]([OH:31])[CH2:32][N:34]([CH3:35])[CH3:33])[CH:20]=3)[CH2:15][CH2:14]2)[C:11]2=[C:12]3[C:7](=[CH:8][CH:9]=[CH:10]2)[CH:6]=[CH:5][CH:4]=[C:3]3[CH2:2]1. The catalyst class is: 5. (2) Reactant: [NH2:1][C:2]1[C:7]2[CH:8]=[CH:9][N:10]([CH2:11][C:12]([N:14]([CH3:16])[CH3:15])=[O:13])[C:6]=2[CH:5]=[CH:4][N:3]=1.[H-].[Na+].Cl[C:20]1[S:21][C:22]([C:25]#[N:26])=[CH:23][N:24]=1.CN(C=O)C. Product: [C:25]([C:22]1[S:21][C:20]([NH:1][C:2]2[C:7]3[CH:8]=[CH:9][N:10]([CH2:11][C:12]([N:14]([CH3:16])[CH3:15])=[O:13])[C:6]=3[CH:5]=[CH:4][N:3]=2)=[N:24][CH:23]=1)#[N:26]. The catalyst class is: 1. (3) Reactant: O[Li].O.[C:4]([O:8][C:9]([NH:11][CH2:12][CH:13]([CH2:18][C:19]1[CH:24]=[CH:23][C:22]([Cl:25])=[CH:21][CH:20]=1)[C:14]([O:16]C)=[O:15])=[O:10])([CH3:7])([CH3:6])[CH3:5].C1COCC1. Product: [C:4]([O:8][C:9]([NH:11][CH2:12][CH:13]([CH2:18][C:19]1[CH:24]=[CH:23][C:22]([Cl:25])=[CH:21][CH:20]=1)[C:14]([OH:16])=[O:15])=[O:10])([CH3:7])([CH3:5])[CH3:6]. The catalyst class is: 6. (4) Reactant: [O:1]1[C:5]2[CH:6]=[CH:7][CH:8]=[CH:9][C:4]=2[CH:3]=[C:2]1[CH:10]=O.CN.CC(O)=O.[BH3-][C:19]#[N:20].[Na+]. Product: [CH3:19][NH:20][CH2:10][C:2]1[O:1][C:5]2[CH:6]=[CH:7][CH:8]=[CH:9][C:4]=2[CH:3]=1. The catalyst class is: 5. (5) Reactant: [CH3:1][C:2]([CH3:6])([CH3:5])[CH2:3][NH2:4].[Cl:7][C:8]1[CH:13]=[N:12][CH:11]=[C:10](Cl)[N:9]=1.C(=O)([O-])[O-].[K+].[K+].CC(N(C)C)=O. Product: [Cl:7][C:8]1[N:9]=[C:10]([NH:4][CH2:3][C:2]([CH3:6])([CH3:5])[CH3:1])[CH:11]=[N:12][CH:13]=1. The catalyst class is: 6.